Predict hERG channel inhibition at various concentrations. From a dataset of hERG Central: cardiac toxicity at 1µM, 10µM, and general inhibition. (1) The drug is C=CCn1c(O)c(C(CC)=NCc2cc(OC)cc(OC)c2)c(=O)[nH]c1=O. Results: hERG_inhib (hERG inhibition (general)): blocker. (2) The drug is Cc1cc(C)cc(NC(=O)N2CCN(Cc3ccc4c(c3)OCO4)CC2)c1. Results: hERG_inhib (hERG inhibition (general)): blocker. (3) The molecule is CCOc1cc(CN2CCN(c3cccc(C(F)(F)F)c3)CC2)ccc1O. Results: hERG_inhib (hERG inhibition (general)): blocker. (4) The drug is O=C(CN1C(=O)COc2ccccc21)NCCN1CCC(Cc2ccccc2)CC1. Results: hERG_inhib (hERG inhibition (general)): blocker. (5) The compound is CCN(CC(=O)NCc1ccc(F)cc1)Cc1nc2ccccc2c(=O)[nH]1. Results: hERG_inhib (hERG inhibition (general)): blocker. (6) The molecule is CCCCCC(=O)N1CC2(CC(c3cccc(NC(=O)c4ccccc4)c3)=NO2)C[C@@H]1C(N)=O. Results: hERG_inhib (hERG inhibition (general)): blocker. (7) The compound is C=CCn1c(SCC(=O)N(CC)C2CCS(=O)(=O)C2)nc2ccccc2c1=O. Results: hERG_inhib (hERG inhibition (general)): blocker. (8) The compound is CCOc1ccccc1C(=O)NCCCN1CCN(CCCNC(=O)c2ccccc2OCC)CC1. Results: hERG_inhib (hERG inhibition (general)): blocker.